From a dataset of TCR-epitope binding with 47,182 pairs between 192 epitopes and 23,139 TCRs. Binary Classification. Given a T-cell receptor sequence (or CDR3 region) and an epitope sequence, predict whether binding occurs between them. (1) The epitope is TLIGDCATV. The TCR CDR3 sequence is CASSHPGLAGATDTQYF. Result: 1 (the TCR binds to the epitope). (2) The epitope is KEIDRLNEV. The TCR CDR3 sequence is CASSARLAGGYEQYF. Result: 1 (the TCR binds to the epitope). (3) The epitope is LLQTGIHVRVSQPSL. The TCR CDR3 sequence is CASSSLHGVDEQFF. Result: 1 (the TCR binds to the epitope). (4) The epitope is LEPLVDLPI. The TCR CDR3 sequence is CASSEEQLYSGANVLTF. Result: 1 (the TCR binds to the epitope). (5) The epitope is RAKFKQLL. The TCR CDR3 sequence is CASSTYPTGNTEAFF. Result: 0 (the TCR does not bind to the epitope).